Dataset: Reaction yield outcomes from USPTO patents with 853,638 reactions. Task: Predict the reaction yield, written as a fraction of the theoretical maximum amount of product (1.0 means a 100% yield; for example, 0.34 means a 34% yield). The reactants are [NH2:1][C:2]1[N:7]=[C:6]([Cl:8])[CH:5]=[C:4]([Cl:9])[N:3]=1.CC(N(C)C)=O.[Cl:16][C:17]1[CH:25]=[CH:24][C:23]([N+:26]([O-:28])=[O:27])=[CH:22][C:18]=1[C:19](Cl)=[O:20].C(=O)(O)[O-].[Na+]. The product is [Cl:9][C:4]1[CH:5]=[C:6]([Cl:8])[N:7]=[C:2]([NH:1][C:19]([C:18]2[CH:22]=[C:23]([N+:26]([O-:28])=[O:27])[CH:24]=[CH:25][C:17]=2[Cl:16])=[O:20])[N:3]=1. The catalyst is O. The yield is 0.520.